Task: Predict the reaction yield, written as a fraction of the theoretical maximum amount of product (1.0 means a 100% yield; for example, 0.34 means a 34% yield).. Dataset: Reaction yield outcomes from USPTO patents with 853,638 reactions (1) The reactants are [Br:1][C:2]1[CH:7]=[CH:6][C:5]([C:8](=[O:13])[C:9]([F:12])([F:11])[F:10])=[CH:4][CH:3]=1.[BH4-].[Na+]. The catalyst is C1COCC1. The product is [Br:1][C:2]1[CH:7]=[CH:6][C:5]([CH:8]([OH:13])[C:9]([F:11])([F:12])[F:10])=[CH:4][CH:3]=1. The yield is 0.920. (2) The reactants are [S:1]1[CH:5]=[C:4]([CH:6]=O)[C:3]([CH:8]=O)=[CH:2]1.C([NH:13][CH:14](P(OC)(OC)=O)[C:15]([O:17][CH3:18])=[O:16])(=O)C.C1CCN2C(=NCCC2)CC1.S1C=CC=C1.FC(F)(F)C(OC(=O)C(F)(F)F)=O. The catalyst is C(Cl)Cl.C(Cl)(Cl)Cl. The product is [CH:5]1[S:1][CH:2]=[C:3]2[C:4]=1[CH:6]=[C:14]([C:15]([O:17][CH3:18])=[O:16])[N:13]=[CH:8]2. The yield is 0.880.